This data is from Full USPTO retrosynthesis dataset with 1.9M reactions from patents (1976-2016). The task is: Predict the reactants needed to synthesize the given product. (1) The reactants are: [CH:1]1([N:4]([CH:18]2[CH2:23][CH2:22][N:21]([C:24](=[O:37])[C:25]3[CH:30]=[CH:29][CH:28]=[CH:27][C:26]=3[N:31]3[CH2:35][CH2:34][O:33]C3=O)[CH2:20][CH2:19]2)[S:5]([C:8]2[CH:13]=[CH:12][CH:11]=[C:10]([C:14]([F:17])([F:16])[F:15])[CH:9]=2)(=[O:7])=[O:6])[CH2:3][CH2:2]1.[OH-].[K+]. Given the product [CH:1]1([N:4]([CH:18]2[CH2:23][CH2:22][N:21]([C:24](=[O:37])[C:25]3[CH:30]=[CH:29][CH:28]=[CH:27][C:26]=3[NH:31][CH2:35][CH2:34][OH:33])[CH2:20][CH2:19]2)[S:5]([C:8]2[CH:13]=[CH:12][CH:11]=[C:10]([C:14]([F:16])([F:17])[F:15])[CH:9]=2)(=[O:6])=[O:7])[CH2:3][CH2:2]1, predict the reactants needed to synthesize it. (2) Given the product [Br:1][C:2]1[CH:3]=[CH:4][C:5]([C:6]([NH:8][NH:9][C:10](=[O:26])[C@H:11]([NH:15][C:16]2[CH:21]=[CH:20][C:19]([C:22]#[N:23])=[C:18]([Cl:24])[C:17]=2[CH3:25])[C@@H:12]([O:14][Si:38]([C:35]([CH3:37])([CH3:36])[CH3:34])([CH3:40])[CH3:39])[CH3:13])=[O:7])=[CH:27][CH:28]=1, predict the reactants needed to synthesize it. The reactants are: [Br:1][C:2]1[CH:28]=[CH:27][C:5]([C:6]([NH:8][NH:9][C:10](=[O:26])[C@H:11]([NH:15][C:16]2[CH:21]=[CH:20][C:19]([C:22]#[N:23])=[C:18]([Cl:24])[C:17]=2[CH3:25])[C@@H:12]([OH:14])[CH3:13])=[O:7])=[CH:4][CH:3]=1.N1C=CN=C1.[CH3:34][C:35]([Si:38](Cl)([CH3:40])[CH3:39])([CH3:37])[CH3:36]. (3) Given the product [Br:14][C:15]1[CH:16]=[C:17]2[C:28](=[CH:29][CH:30]=1)[O:27][C:20]1[C:21]([F:26])=[N:22][C:23]([Cl:25])=[CH:24][C:19]=1[C:18]2([CH2:2][C:1]([O:4][CH3:5])=[O:3])[NH:31][S:32]([C:34]([CH3:37])([CH3:36])[CH3:35])=[O:33], predict the reactants needed to synthesize it. The reactants are: [C:1]([O:4][CH3:5])(=[O:3])[CH3:2].[Li+].CC([N-]C(C)C)C.[Br:14][C:15]1[CH:16]=[C:17]2[C:28](=[CH:29][CH:30]=1)[O:27][C:20]1[C:21]([F:26])=[N:22][C:23]([Cl:25])=[CH:24][C:19]=1[C:18]2=[N:31][S:32]([C:34]([CH3:37])([CH3:36])[CH3:35])=[O:33].[NH4+].[Cl-]. (4) Given the product [OH:4][C@H:5]1[CH2:22][CH2:21][C@@:20]2([CH3:23])[C@@H:7]([CH2:8][CH2:9][C@:10]3([CH3:52])[C@@H:19]2[CH2:18][CH2:17][C@H:16]2[C@@:11]3([CH3:51])[CH2:12][CH2:13][C@@:14]3([C:30]([NH:32][CH2:33][CH2:34][CH:35]4[O:40][C:39]([CH3:41])([CH3:42])[O:38][CH:37]([CH2:43][C:44]([O:46][C:47]([CH3:50])([CH3:49])[CH3:48])=[O:45])[CH2:36]4)=[O:31])[CH2:26][CH2:25][C@@H:24]([C:27]([CH3:29])=[CH2:28])[C@@H:15]32)[C:6]1([CH3:54])[CH3:53], predict the reactants needed to synthesize it. The reactants are: C([O:4][C@H:5]1[CH2:22][CH2:21][C@@:20]2([CH3:23])[C@@H:7]([CH2:8][CH2:9][C@:10]3([CH3:52])[C@@H:19]2[CH2:18][CH2:17][C@H:16]2[C@@:11]3([CH3:51])[CH2:12][CH2:13][C@@:14]3([C:30]([NH:32][CH2:33][CH2:34][CH:35]4[O:40][C:39]([CH3:42])([CH3:41])[O:38][CH:37]([CH2:43][C:44]([O:46][C:47]([CH3:50])([CH3:49])[CH3:48])=[O:45])[CH2:36]4)=[O:31])[CH2:26][CH2:25][C@@H:24]([C:27]([CH3:29])=[CH2:28])[C@@H:15]32)[C:6]1([CH3:54])[CH3:53])(=O)C.C1COCC1.[OH-].[Na+]. (5) Given the product [Cl:24][C:19]1[CH:20]=[CH:31][CH:30]=[C:29]([OH:32])[C:28]=1[NH:33][C:9]([C:8]1[C:3]([CH2:1][CH3:2])=[N:4][C:5]([S:12][CH3:13])=[N:6][CH:7]=1)=[O:11], predict the reactants needed to synthesize it. The reactants are: [CH2:1]([C:3]1[C:8]([C:9]([OH:11])=O)=[CH:7][N:6]=[C:5]([S:12][CH3:13])[N:4]=1)[CH3:2].CN(C)C=O.[C:19]([Cl:24])(=O)[C:20](Cl)=O.CC1[CH:31]=[CH:30][C:29]([OH:32])=[C:28]([NH2:33])C=1C. (6) Given the product [Cl:2][C:3]1[CH:4]=[C:5]([NH:10][C:11]2[C:16]([NH:17][N:18]=[CH:31][C:24]3[C:25]4[C:30](=[CH:29][CH:28]=[CH:27][CH:26]=4)[NH:22][CH:23]=3)=[N:15][C:14]3=[N:19][O:20][N:21]=[C:13]3[N:12]=2)[CH:6]=[CH:7][C:8]=1[F:9], predict the reactants needed to synthesize it. The reactants are: Cl.[Cl:2][C:3]1[CH:4]=[C:5]([NH:10][C:11]2[C:16]([NH:17][NH2:18])=[N:15][C:14]3=[N:19][O:20][N:21]=[C:13]3[N:12]=2)[CH:6]=[CH:7][C:8]=1[F:9].[NH:22]1[C:30]2[C:25](=[CH:26][CH:27]=[CH:28][CH:29]=2)[C:24]([CH:31]=O)=[CH:23]1. (7) Given the product [CH2:26]([O:33][C:34]([CH:36]1[CH2:40][CH2:39][CH2:38][N:37]1[C:4]([C:3]1[CH:7]=[CH:8][C:9]([C:11]([NH:13][CH:14]([C:16]2[NH:20][C:19]3[CH:21]=[CH:22][C:23]([Cl:25])=[CH:24][C:18]=3[N:17]=2)[CH3:15])=[O:12])=[CH:10][C:2]=1[Cl:1])=[O:5])=[O:35])[C:27]1[CH:28]=[CH:29][CH:30]=[CH:31][CH:32]=1, predict the reactants needed to synthesize it. The reactants are: [Cl:1][C:2]1[CH:10]=[C:9]([C:11]([NH:13][CH:14]([C:16]2[NH:20][C:19]3[CH:21]=[CH:22][C:23]([Cl:25])=[CH:24][C:18]=3[N:17]=2)[CH3:15])=[O:12])[CH:8]=[CH:7][C:3]=1[C:4](O)=[O:5].[CH2:26]([O:33][C:34]([CH:36]1[CH2:40][CH2:39][CH2:38][NH:37]1)=[O:35])[C:27]1[CH:32]=[CH:31][CH:30]=[CH:29][CH:28]=1.C(N(C(C)C)CC)(C)C.ClCl.